The task is: Regression. Given a peptide amino acid sequence and an MHC pseudo amino acid sequence, predict their binding affinity value. This is MHC class I binding data.. This data is from Peptide-MHC class I binding affinity with 185,985 pairs from IEDB/IMGT. (1) The peptide sequence is YSRMLYIEF. The MHC is HLA-B15:42 with pseudo-sequence HLA-B15:42. The binding affinity (normalized) is 0.213. (2) The peptide sequence is ITPNNLNKI. The MHC is HLA-A02:03 with pseudo-sequence HLA-A02:03. The binding affinity (normalized) is 0.256.